From a dataset of Full USPTO retrosynthesis dataset with 1.9M reactions from patents (1976-2016). Predict the reactants needed to synthesize the given product. Given the product [F:1][C:2]1[CH:10]=[CH:9][C:8]([CH2:11][C:12]2[C:21]3[C:16](=[CH:17][CH:18]=[CH:19][CH:20]=3)[C:15](=[O:22])[NH:14][N:13]=2)=[CH:7][C:3]=1[C:4]([N:33]1[CH2:32][CH2:31][N:30]2[C:26]([CH2:25][C:24]([F:23])([F:35])[F:36])=[N:27][N:28]=[C:29]2[CH2:34]1)=[O:5], predict the reactants needed to synthesize it. The reactants are: [F:1][C:2]1[CH:10]=[CH:9][C:8]([CH2:11][C:12]2[C:21]3[C:16](=[CH:17][CH:18]=[CH:19][CH:20]=3)[C:15](=[O:22])[NH:14][N:13]=2)=[CH:7][C:3]=1[C:4](O)=[O:5].[F:23][C:24]([F:36])([F:35])[CH2:25][C:26]1[N:30]2[CH2:31][CH2:32][NH:33][CH2:34][C:29]2=[N:28][N:27]=1.C(N(CC)C(C)C)(C)C.